Dataset: Peptide-MHC class I binding affinity with 185,985 pairs from IEDB/IMGT. Task: Regression. Given a peptide amino acid sequence and an MHC pseudo amino acid sequence, predict their binding affinity value. This is MHC class I binding data. (1) The peptide sequence is PAEMLANID. The MHC is HLA-A30:02 with pseudo-sequence HLA-A30:02. The binding affinity (normalized) is 0.0481. (2) The peptide sequence is TAIRAGYSI. The MHC is HLA-A68:02 with pseudo-sequence HLA-A68:02. The binding affinity (normalized) is 0.553. (3) The peptide sequence is FPYSTFPII. The binding affinity (normalized) is 0.0892. The MHC is Patr-A0301 with pseudo-sequence Patr-A0301. (4) The peptide sequence is ALYWALMES. The MHC is HLA-A02:01 with pseudo-sequence HLA-A02:01. The binding affinity (normalized) is 0.719. (5) The binding affinity (normalized) is 0.0847. The peptide sequence is FHKRDMRLL. The MHC is HLA-B07:02 with pseudo-sequence HLA-B07:02.